From a dataset of Experimentally validated miRNA-target interactions with 360,000+ pairs, plus equal number of negative samples. Binary Classification. Given a miRNA mature sequence and a target amino acid sequence, predict their likelihood of interaction. The miRNA is bta-miR-93 with sequence CAAAGUGCUGUUCGUGCAGGUA. The protein sequence of the target gene is MAAALGAGGGAGAGDDDFDQFDKPGAERSWRRRAADEDWDSELEDDLLGEDLLSGKKNQSDLSDEELNDDLLQSDNEEEENFSSQGVTISLNTTSGIVTSFELSDNTNDQSGEQESEYEQGDDELAYHKPEEQELYTQEYPEEGQYEGHDAELTEDQIEYGDEPEEEQLYSDEVLDIEINEPLDEFTDEEYLQAYGGQQGLQVREDCEAEDDLDEITDSQVASETHEGGMETLELQKDIKEESDEEDDDDEESGRLRFKTERKEGTIIRLSDVTRERRNIPETLELSAEAKAALLEFEER.... Result: 0 (no interaction).